From a dataset of Peptide-MHC class II binding affinity with 134,281 pairs from IEDB. Regression. Given a peptide amino acid sequence and an MHC pseudo amino acid sequence, predict their binding affinity value. This is MHC class II binding data. (1) The binding affinity (normalized) is 0.516. The peptide sequence is KKPDFILATDIAEMG. The MHC is DRB1_0404 with pseudo-sequence DRB1_0404. (2) The peptide sequence is RERLVLTLGAAMVEI. The MHC is HLA-DQA10201-DQB10402 with pseudo-sequence HLA-DQA10201-DQB10402. The binding affinity (normalized) is 0.510. (3) The peptide sequence is MANSRAFALVLLFCA. The MHC is HLA-DQA10501-DQB10201 with pseudo-sequence HLA-DQA10501-DQB10201. The binding affinity (normalized) is 0.0437. (4) The peptide sequence is GELYIVDKIDAAFKI. The MHC is DRB5_0101 with pseudo-sequence DRB5_0101. The binding affinity (normalized) is 0.684. (5) The peptide sequence is AYKTAEGATPEAKYD. The MHC is HLA-DQA10501-DQB10201 with pseudo-sequence HLA-DQA10501-DQB10201. The binding affinity (normalized) is 0.182. (6) The peptide sequence is IVEPTAAAIAYGLDR. The MHC is HLA-DQA10501-DQB10301 with pseudo-sequence HLA-DQA10501-DQB10301. The binding affinity (normalized) is 0.673. (7) The MHC is DRB1_0101 with pseudo-sequence DRB1_0101. The peptide sequence is PLVWHLERAETAATA. The binding affinity (normalized) is 0.998.